From a dataset of Forward reaction prediction with 1.9M reactions from USPTO patents (1976-2016). Predict the product of the given reaction. (1) Given the reactants [OH-].[Na+].C([O:5][C:6](=[O:37])[CH2:7][CH2:8][N:9]1[C:17]2[C:12](=[CH:13][C:14]([C:18]3[C:26]4[C:21](=[CH:22][C:23]([F:27])=[CH:24][CH:25]=4)[N:20](S(C4C=CC=CC=4)(=O)=O)[CH:19]=3)=[CH:15][CH:16]=2)[CH:11]=[N:10]1)C, predict the reaction product. The product is: [F:27][C:23]1[CH:22]=[C:21]2[C:26]([C:18]([C:14]3[CH:13]=[C:12]4[C:17](=[CH:16][CH:15]=3)[N:9]([CH2:8][CH2:7][C:6]([OH:37])=[O:5])[N:10]=[CH:11]4)=[CH:19][NH:20]2)=[CH:25][CH:24]=1. (2) The product is: [CH2:11]([N:13]([CH2:22][CH3:23])[C:14]1[CH:21]=[CH:20][C:17]([CH:18]([NH:10][C:1](=[O:9])[CH2:2][CH2:3][CH2:4][CH2:5][CH2:6][CH2:7][CH3:8])[NH:10][C:1](=[O:9])[CH2:2][CH2:3][CH2:4][CH2:5][CH2:6][CH2:7][CH3:8])=[CH:16][CH:15]=1)[CH3:12]. Given the reactants [C:1]([NH2:10])(=[O:9])[CH2:2][CH2:3][CH2:4][CH2:5][CH2:6][CH2:7][CH3:8].[CH2:11]([N:13]([CH2:22][CH3:23])[C:14]1[CH:21]=[CH:20][C:17]([CH:18]=O)=[CH:16][CH:15]=1)[CH3:12], predict the reaction product. (3) Given the reactants [CH2:1]([CH:3]([CH2:32][CH2:33][CH2:34][CH3:35])[CH2:4][Si:5]1([CH2:24][CH:25]([CH2:30][CH3:31])[CH2:26][CH2:27][CH2:28][CH3:29])[C:9]2[CH:10]=[C:11]([Si](C)(C)C)[S:12][C:8]=2[C:7]2[S:17][C:18]([Si](C)(C)C)=[CH:19][C:6]1=2)[CH3:2].FC(F)(F)C(O)=O.O, predict the reaction product. The product is: [CH2:30]([CH:25]([CH2:26][CH2:27][CH2:28][CH3:29])[CH2:24][Si:5]1([CH2:4][CH:3]([CH2:1][CH3:2])[CH2:32][CH2:33][CH2:34][CH3:35])[C:9]2[CH:10]=[CH:11][S:12][C:8]=2[C:7]2[S:17][CH:18]=[CH:19][C:6]1=2)[CH3:31].